Dataset: Retrosynthesis with 50K atom-mapped reactions and 10 reaction types from USPTO. Task: Predict the reactants needed to synthesize the given product. (1) Given the product C#CCOCCOCCOCCOCCN, predict the reactants needed to synthesize it. The reactants are: C#CCOCCOCCOCCOCCN=[N+]=[N-]. (2) Given the product COc1ccc(-c2cncc(N3CC4CC5CC3CN(C5)C4)c2)cc1F, predict the reactants needed to synthesize it. The reactants are: Brc1cncc(N2CC3CC4CC2CN(C4)C3)c1.COc1ccc(B(O)O)cc1F. (3) Given the product COC(=O)C[C@@H]1COc2cc(O[C@@H]3CCc4c(Oc5cc(F)c(-c6cnn(CC(C)(C)O)c6)c(F)c5)ccc(F)c43)ccc21, predict the reactants needed to synthesize it. The reactants are: CC(C)(O)Cn1cc(-c2c(F)cc(B(O)O)cc2F)cn1.COC(=O)C[C@@H]1COc2cc(O[C@@H]3CCc4c(O)ccc(F)c43)ccc21. (4) Given the product Cc1ccc(S(=O)(=O)Nc2ccc(Oc3ccc(NS(=O)(=O)c4ccc(C)cc4)c(C(=O)O)c3)cc2C)cc1, predict the reactants needed to synthesize it. The reactants are: COC(=O)c1cc(Oc2ccc(NS(=O)(=O)c3ccc(C)cc3)c(C)c2)ccc1NS(=O)(=O)c1ccc(C)cc1. (5) The reactants are: CCC[C@H](NC(=O)[C@@H]1C[C@@H](Oc2cc(-c3ccccc3)nc3cc(OC)ccc23)CN1C(=O)OC(C)(C)C)C(=O)NS(=O)(=O)c1ccccc1. Given the product CCC[C@H](NC(=O)[C@@H]1C[C@@H](Oc2cc(-c3ccccc3)nc3cc(OC)ccc23)CN1)C(=O)NS(=O)(=O)c1ccccc1, predict the reactants needed to synthesize it.